From a dataset of Reaction yield outcomes from USPTO patents with 853,638 reactions. Predict the reaction yield, written as a fraction of the theoretical maximum amount of product (1.0 means a 100% yield; for example, 0.34 means a 34% yield). The yield is 1.00. The reactants are C[O:2][C:3](=[O:27])/[C:4](/[C:11]1[CH:16]=[CH:15][C:14]([N:17]2[C:21]([CH3:22])=[N:20][N:19]=[N:18]2)=[C:13]([S:23]([CH3:26])(=[O:25])=[O:24])[CH:12]=1)=[CH:5]/[CH:6]1[CH2:10][CH2:9][CH2:8][CH2:7]1.[OH-].[Na+]. The product is [CH:6]1(/[CH:5]=[C:4](\[C:11]2[CH:16]=[CH:15][C:14]([N:17]3[C:21]([CH3:22])=[N:20][N:19]=[N:18]3)=[C:13]([S:23]([CH3:26])(=[O:24])=[O:25])[CH:12]=2)/[C:3]([OH:27])=[O:2])[CH2:10][CH2:9][CH2:8][CH2:7]1. The catalyst is C(O)C.